Task: Predict the product of the given reaction.. Dataset: Forward reaction prediction with 1.9M reactions from USPTO patents (1976-2016) Given the reactants [C:1]1([CH:7]([OH:10])[CH2:8][OH:9])[CH:6]=[CH:5][CH:4]=[CH:3][CH:2]=1.[CH:11](=O)[CH3:12], predict the reaction product. The product is: [CH3:11][CH:12]1[O:10][CH:7]([C:1]2[CH:6]=[CH:5][CH:4]=[CH:3][CH:2]=2)[CH2:8][O:9]1.